From a dataset of Forward reaction prediction with 1.9M reactions from USPTO patents (1976-2016). Predict the product of the given reaction. (1) The product is: [NH2:17][C:14]1[CH:15]=[CH:16][C:2]([Cl:1])=[C:3]([CH:13]=1)[CH2:4][N:5]1[CH2:9][CH2:8][CH:7]([N:10]([CH3:11])[CH3:12])[CH2:6]1. Given the reactants [Cl:1][C:2]1[CH:16]=[CH:15][C:14]([N+:17]([O-])=O)=[CH:13][C:3]=1[CH2:4][N:5]1[CH2:9][CH2:8][CH:7]([N:10]([CH3:12])[CH3:11])[CH2:6]1.Cl[Sn]Cl, predict the reaction product. (2) Given the reactants [NH2:1][C:2]1[CH:7]=[CH:6][C:5]([CH3:8])=[CH:4][CH:3]=1.[Br:9][C:10]1[CH:11]=[C:12]([S:16](Cl)(=[O:18])=[O:17])[CH:13]=[CH:14][CH:15]=1.CCN(CC)CC.Cl, predict the reaction product. The product is: [Br:9][C:10]1[CH:11]=[C:12]([S:16]([NH:1][C:2]2[CH:7]=[CH:6][C:5]([CH3:8])=[CH:4][CH:3]=2)(=[O:18])=[O:17])[CH:13]=[CH:14][CH:15]=1. (3) Given the reactants [NH2:1][C:2]1[CH:7]=[CH:6][C:5]([OH:8])=[CH:4][C:3]=1[N+:9]([O-:11])=[O:10].C[Si]([N-][Si](C)(C)C)(C)C.[K+].Cl[C:23]1[CH:28]=[CH:27][N:26]=[C:25]([C:29]([NH:31][CH3:32])=[O:30])[CH:24]=1.C(=O)([O-])[O-].[K+].[K+], predict the reaction product. The product is: [NH2:1][C:2]1[CH:7]=[CH:6][C:5]([O:8][C:23]2[CH:28]=[CH:27][N:26]=[C:25]([C:29]([NH:31][CH3:32])=[O:30])[CH:24]=2)=[CH:4][C:3]=1[N+:9]([O-:11])=[O:10]. (4) Given the reactants [NH2:1][C:2]1[CH:3]=[C:4]2[C:8](=[CH:9][CH:10]=1)[N:7]([C:11]([O:13][C:14]([CH3:17])([CH3:16])[CH3:15])=[O:12])[N:6]=[C:5]2[CH3:18].O1CCCC1.[Cl:24][C:25]1[CH:26]=[C:27]([S:32](Cl)(=[O:34])=[O:33])[CH:28]=[CH:29][C:30]=1[Cl:31], predict the reaction product. The product is: [C:14]([O:13][C:11]([N:7]1[C:8]2[C:4](=[CH:3][C:2]([NH:1][S:32]([C:27]3[CH:28]=[CH:29][C:30]([Cl:31])=[C:25]([Cl:24])[CH:26]=3)(=[O:34])=[O:33])=[CH:10][CH:9]=2)[C:5]([CH3:18])=[N:6]1)=[O:12])([CH3:15])([CH3:17])[CH3:16]. (5) Given the reactants C([BH3-])#N.[Na+].[CH2:5]([C:7]1[CH:12]=[CH:11][C:10]([CH:13]2[CH2:18][N:17]([C:19]([N:21]3[CH2:26][CH2:25][NH:24][CH2:23][CH2:22]3)=[O:20])[CH2:16][CH:15]([C:27]([NH:29][C:30]3[CH:35]=[CH:34][CH:33]=[CH:32][CH:31]=3)=[O:28])[CH2:14]2)=[CH:9][CH:8]=1)[CH3:6].C(O[C:39]1(O[Si](C)(C)C)[CH2:41][CH2:40]1)C.C(O)(=O)C, predict the reaction product. The product is: [CH:39]1([N:24]2[CH2:25][CH2:26][N:21]([C:19]([N:17]3[CH2:18][CH:13]([C:10]4[CH:11]=[CH:12][C:7]([CH2:5][CH3:6])=[CH:8][CH:9]=4)[CH2:14][CH:15]([C:27]([NH:29][C:30]4[CH:35]=[CH:34][CH:33]=[CH:32][CH:31]=4)=[O:28])[CH2:16]3)=[O:20])[CH2:22][CH2:23]2)[CH2:41][CH2:40]1. (6) Given the reactants [CH3:1][O:2][C:3]1[O:7][C:6](=[O:8])[N:5]([C:9]2[CH:14]=[CH:13][C:12]([NH:15][C:16](=[O:21])[CH2:17][CH2:18][CH2:19]Cl)=[C:11]([CH3:22])[CH:10]=2)[N:4]=1.[H-].[Na+], predict the reaction product. The product is: [CH3:1][O:2][C:3]1[O:7][C:6](=[O:8])[N:5]([C:9]2[CH:14]=[CH:13][C:12]([N:15]3[CH2:19][CH2:18][CH2:17][C:16]3=[O:21])=[C:11]([CH3:22])[CH:10]=2)[N:4]=1. (7) Given the reactants [C:1]([O:5][C:6]([C:8]1[CH:13]=[CH:12][C:11]([C:14]2[C:15]([C:29]([O:31][CH2:32][CH3:33])=[O:30])=[N:16][N:17]([C:23]3[CH:28]=[CH:27][CH:26]=[CH:25][CH:24]=3)[C:18]=2[CH2:19][CH2:20][CH2:21][CH3:22])=[C:10]([C:34]([N:36]2[CH2:45][CH2:44][C:43]3[C:38](=[CH:39][CH:40]=[CH:41][CH:42]=3)[CH2:37]2)=[O:35])[CH:9]=1)=[O:7])([CH3:4])([CH3:3])[CH3:2].[O:46](C1C=CC(N/N=C/C(OCC)=O)=CC=1)[C:47]1[CH:52]=[CH:51][CH:50]=[CH:49][CH:48]=1.[N+](C(CCCC)=CC1C=CC(C(OC(C)(C)C)=O)=CC=1C(N1CCC2C(=CC=CC=2)C1)=O)([O-])=O, predict the reaction product. The product is: [C:1]([O:5][C:6]([C:8]1[CH:13]=[CH:12][C:11]([C:14]2[C:15]([C:29]([O:31][CH2:32][CH3:33])=[O:30])=[N:16][N:17]([C:23]3[CH:28]=[CH:27][C:26]([O:46][C:47]4[CH:52]=[CH:51][CH:50]=[CH:49][CH:48]=4)=[CH:25][CH:24]=3)[C:18]=2[CH2:19][CH2:20][CH2:21][CH3:22])=[C:10]([C:34]([N:36]2[CH2:45][CH2:44][C:43]3[C:38](=[CH:39][CH:40]=[CH:41][CH:42]=3)[CH2:37]2)=[O:35])[CH:9]=1)=[O:7])([CH3:3])([CH3:4])[CH3:2]. (8) Given the reactants [Br:1][C:2]1[CH:35]=[CH:34][C:5]([CH2:6][C:7]2[N:8]([C:20]3[CH:21]=[C:22]([N:26]4[S:30](=[O:32])(=[O:31])[NH:29][C:28](=[O:33])[CH2:27]4)[CH:23]=[CH:24][CH:25]=3)[CH:9]=[C:10]([C:12]3[CH:17]=[CH:16][C:15]([Cl:18])=[CH:14][C:13]=3[Cl:19])[N:11]=2)=[CH:4][CH:3]=1.[CH3:36][Si:37]([CH3:44])([CH3:43])[CH2:38][CH2:39][O:40][CH2:41]Cl, predict the reaction product. The product is: [Br:1][C:2]1[CH:3]=[CH:4][C:5]([CH2:6][C:7]2[N:8]([C:20]3[CH:21]=[C:22]([N:26]4[S:30](=[O:32])(=[O:31])[N:29]([CH2:41][O:40][CH2:39][CH2:38][Si:37]([CH3:44])([CH3:43])[CH3:36])[C:28](=[O:33])[CH2:27]4)[CH:23]=[CH:24][CH:25]=3)[CH:9]=[C:10]([C:12]3[CH:17]=[CH:16][C:15]([Cl:18])=[CH:14][C:13]=3[Cl:19])[N:11]=2)=[CH:34][CH:35]=1. (9) Given the reactants FC1C=CC(CN2C(=O)N(C3SC(C(OCC)=O)=C(C)C=3)C=N2)=CC=1.[CH3:26][C:27]1[CH:31]=[C:30]([N:32]2[C:36](=[O:37])[N:35]([CH2:38][C:39]3[CH:44]=[CH:43][C:42]([C:45]([F:48])([F:47])[F:46])=[CH:41][CH:40]=3)[N:34]=[CH:33]2)[S:29][C:28]=1[C:49]([O:51]CC)=[O:50], predict the reaction product. The product is: [CH3:26][C:27]1[CH:31]=[C:30]([N:32]2[C:36](=[O:37])[N:35]([CH2:38][C:39]3[CH:40]=[CH:41][C:42]([C:45]([F:47])([F:48])[F:46])=[CH:43][CH:44]=3)[N:34]=[CH:33]2)[S:29][C:28]=1[C:49]([OH:51])=[O:50]. (10) Given the reactants [CH2:1]([CH:3]1[CH:20]([OH:21])[CH:19]([CH3:22])[CH:18]=[C:17]([CH3:23])[CH:16]=[C:15]([O:24][CH3:25])[C:14](=[O:26])[O:13][CH:12]([CH:27]([CH:29]([OH:48])[CH:30]([CH3:47])/[C:31](=[N:41]\[O:42][CH2:43][C:44](O)=[O:45])/[CH:32]=[CH:33]/[CH:34]([CH3:40])[CH:35]([OH:39])/[CH:36]=[CH:37]/[CH3:38])[CH3:28])[CH:11]([O:49][CH3:50])[CH:10]=[CH:9][CH:8]=[C:7]([CH3:51])[CH2:6][CH:5]([CH3:52])[CH:4]1[OH:53])[CH3:2].C1C=CC2N(O)N=NC=2C=1.[NH:64]1[CH2:69][CH2:68][CH2:67][CH2:66][CH2:65]1.O, predict the reaction product. The product is: [OH:48][CH:29]([CH:30]([CH3:47])/[C:31](=[N:41]\[O:42][CH2:43][C:44](=[O:45])[N:64]1[CH2:69][CH2:68][CH2:67][CH2:66][CH2:65]1)/[CH:32]=[CH:33]/[CH:34]([CH3:40])[CH:35]([OH:39])/[CH:36]=[CH:37]/[CH3:38])[CH:27]([CH:12]1[O:13][C:14](=[O:26])[C:15]([O:24][CH3:25])=[CH:16][C:17]([CH3:23])=[CH:18][CH:19]([CH3:22])[CH:20]([OH:21])[CH:3]([CH2:1][CH3:2])[CH:4]([OH:53])[CH:5]([CH3:52])[CH2:6][C:7]([CH3:51])=[CH:8][CH:9]=[CH:10][CH:11]1[O:49][CH3:50])[CH3:28].